This data is from Full USPTO retrosynthesis dataset with 1.9M reactions from patents (1976-2016). The task is: Predict the reactants needed to synthesize the given product. (1) The reactants are: [Cl:1][C:2]1[N:3]=[CH:4][C:5]([N:8]2[C:12]([C:13]3[CH:18]=[CH:17][CH:16]=[CH:15][N:14]=3)=[CH:11][C:10]([C:19]([O:21][CH3:22])=[O:20])=[N:9]2)=[N:6][CH:7]=1.N1C=CC=CC=1C(=O)CC(=O)C(OC)=O. Given the product [Cl:1][C:2]1[N:3]=[CH:4][C:5]([NH:8][NH2:9])=[N:6][CH:7]=1.[Cl:1][C:2]1[N:3]=[CH:4][C:5]([N:8]2[C:12]([C:13]3[CH:18]=[CH:17][CH:16]=[CH:15][N:14]=3)=[CH:11][C:10]([C:19]([O:21][CH3:22])=[O:20])=[N:9]2)=[N:6][CH:7]=1, predict the reactants needed to synthesize it. (2) Given the product [CH3:23][N:24]1[CH2:28][CH2:27][N:26]=[C:25]1[C:29]1[CH:34]=[CH:33][C:32]([NH:35][C:20]([CH:16]2[N:15]([C:14]([NH:15][C:16]3[CH:20]=[CH:37][C:36]([Cl:39])=[CH:18][CH:17]=3)=[O:40])[CH2:14][C:13]3[CH:12]=[CH:11][S:19][C:18]=3[CH2:17]2)=[O:22])=[CH:31][CH:30]=1, predict the reactants needed to synthesize it. The reactants are: ClC1C=CC(NC([C:11]2[S:19][C:18]3[CH2:17][CH:16]([C:20]([OH:22])=O)[NH:15][CH2:14][C:13]=3[CH:12]=2)=O)=CC=1.[CH3:23][N:24]1[CH2:28][CH2:27][N:26]=[C:25]1[C:29]1[CH:34]=[CH:33][C:32]([NH2:35])=[CH:31][CH:30]=1.[CH2:36]([Cl:39])[CH2:37]Cl.[OH2:40]. (3) The reactants are: [CH3:1][C:2]([CH3:18])([CH3:17])[C:3]([O:5][C:6]1[CH:11]([OH:12])[NH:10][CH:9]=[N:8][C:7]=1[C:13]([O:15][CH3:16])=[O:14])=[O:4].[CH2:19](Br)[CH:20]=[CH2:21].C([O-])([O-])=O.[Cs+].[Cs+]. Given the product [CH2:21]([N:10]1[C:11](=[O:12])[C:6]([O:5][C:3](=[O:4])[C:2]([CH3:18])([CH3:17])[CH3:1])=[C:7]([C:13]([O:15][CH3:16])=[O:14])[N:8]=[CH:9]1)[CH:20]=[CH2:19], predict the reactants needed to synthesize it. (4) Given the product [Cl:25][C:26]1[CH:48]=[CH:47][C:29]([CH2:30][NH:31][C:32]([C:34]2[C:35](=[O:46])[C:36]3[CH:43]=[C:42]([CH2:44][N:11]([CH2:12][CH:13]([OH:14])[C:15]4[CH:24]=[CH:23][C:22]5[C:17](=[CH:18][CH:19]=[CH:20][CH:21]=5)[N:16]=4)[CH3:10])[O:41][C:37]=3[N:38]([CH3:40])[CH:39]=2)=[O:33])=[CH:28][CH:27]=1, predict the reactants needed to synthesize it. The reactants are: C(N(CC)C(C)C)(C)C.[CH3:10][NH:11][CH2:12][CH:13]([C:15]1[CH:24]=[CH:23][C:22]2[C:17](=[CH:18][CH:19]=[CH:20][CH:21]=2)[N:16]=1)[OH:14].[Cl:25][C:26]1[CH:48]=[CH:47][C:29]([CH2:30][NH:31][C:32]([C:34]2[C:35](=[O:46])[C:36]3[CH:43]=[C:42]([CH2:44]Cl)[O:41][C:37]=3[N:38]([CH3:40])[CH:39]=2)=[O:33])=[CH:28][CH:27]=1.O. (5) The reactants are: [Cl:1][C:2]1[CH:3]=[C:4]2[C:8](=[CH:9][CH:10]=1)[NH:7][C:6]([C:11]([OH:13])=O)=[CH:5]2.O.ON1C2C=CC=CC=2N=N1.Cl.CN(C)CCCN=C=NCC.[C:37]([O:41][C:42]([NH:44][C@@H:45]1[CH2:50][CH2:49][CH2:48][CH2:47][C@H:46]1[NH2:51])=[O:43])([CH3:40])([CH3:39])[CH3:38]. Given the product [C:37]([O:41][C:42]([NH:44][C@@H:45]1[CH2:50][CH2:49][CH2:48][CH2:47][C@H:46]1[NH:51][C:11]([C:6]1[NH:7][C:8]2[C:4]([CH:5]=1)=[CH:3][C:2]([Cl:1])=[CH:10][CH:9]=2)=[O:13])=[O:43])([CH3:40])([CH3:38])[CH3:39], predict the reactants needed to synthesize it. (6) Given the product [CH3:1][C@@H:2]1[CH2:3][N:4]([C:10]2[CH:11]=[CH:12][C:13]3[O:14][CH2:15][C:16](=[O:20])[NH:17][C:18]=3[N:19]=2)[C@H:5]([CH3:8])[CH2:6][O:7]1, predict the reactants needed to synthesize it. The reactants are: [CH3:1][C@H:2]1[O:7][CH2:6][C@@H:5]([CH3:8])[NH:4][CH2:3]1.Br[C:10]1[CH:11]=[CH:12][C:13]2[O:14][CH2:15][C:16](=[O:20])[NH:17][C:18]=2[N:19]=1.